From a dataset of Forward reaction prediction with 1.9M reactions from USPTO patents (1976-2016). Predict the product of the given reaction. (1) Given the reactants [OH:1][C@@:2]([C@H:11]1[O:16][CH2:15][CH2:14][NH:13][C:12]1=[O:17])([CH3:10])[C:3]([O:5][C:6]([CH3:9])([CH3:8])[CH3:7])=[O:4].[I:18][C:19]1[CH:24]=[CH:23][CH:22]=[C:21](I)[N:20]=1.CN[C@@H]1CCCC[C@H]1NC.P([O-])([O-])([O-])=O.[K+].[K+].[K+], predict the reaction product. The product is: [OH:1][C@@:2]([C@H:11]1[O:16][CH2:15][CH2:14][N:13]([C:21]2[CH:22]=[CH:23][CH:24]=[C:19]([I:18])[N:20]=2)[C:12]1=[O:17])([CH3:10])[C:3]([O:5][C:6]([CH3:7])([CH3:8])[CH3:9])=[O:4]. (2) Given the reactants [CH3:1][O:2][C:3]1[CH:4]=[C:5]2[C:10](=[CH:11][C:12]=1[O:13][CH3:14])[N:9]=[CH:8][N:7]=[C:6]2[O:15][C:16]1[CH:22]=[CH:21][C:19]([NH2:20])=[C:18]([CH3:23])[C:17]=1[CH3:24].Cl[C:26](Cl)([O:28][C:29](=[O:35])OC(Cl)(Cl)Cl)Cl.[CH:37]1(O)[CH2:41]C[CH2:39][CH2:38]1.C(=O)(O)[O-].[Na+], predict the reaction product. The product is: [CH3:1][O:2][C:3]1[CH:4]=[C:5]2[C:10](=[CH:11][C:12]=1[O:13][CH3:14])[N:9]=[CH:8][N:7]=[C:6]2[O:15][C:16]1[CH:22]=[CH:21][C:19]([NH:20][C:29](=[O:35])[O:28][CH:26]2[CH2:39][CH2:38][CH2:37][CH2:41]2)=[C:18]([CH3:23])[C:17]=1[CH3:24]. (3) Given the reactants C([O:8][C:9]1[C:17]2[N:16]=[C:15]([CH2:18][CH3:19])[N:14]([CH2:20][C:21]3[CH:26]=[CH:25][CH:24]=[CH:23][N:22]=3)[C:13]=2[CH:12]=[CH:11][CH:10]=1)C1C=CC=CC=1, predict the reaction product. The product is: [CH2:18]([C:15]1[N:14]([CH2:20][C:21]2[CH:26]=[CH:25][CH:24]=[CH:23][N:22]=2)[C:13]2[CH:12]=[CH:11][CH:10]=[C:9]([OH:8])[C:17]=2[N:16]=1)[CH3:19]. (4) Given the reactants FC(F)(F)C(O)=O.C(OC([N:15]([CH2:23][C:24]([O:26][CH2:27][C:28]1[CH:33]=[CH:32][CH:31]=[CH:30][CH:29]=1)=[O:25])[CH2:16][CH2:17][O:18][CH2:19][CH2:20][O:21][CH3:22])=O)(C)(C)C.C(=O)([O-])[O-].[Na+].[Na+], predict the reaction product. The product is: [CH3:22][O:21][CH2:20][CH2:19][O:18][CH2:17][CH2:16][NH:15][CH2:23][C:24]([O:26][CH2:27][C:28]1[CH:29]=[CH:30][CH:31]=[CH:32][CH:33]=1)=[O:25]. (5) Given the reactants Cl[C:2](Cl)([O:4]C(=O)OC(Cl)(Cl)Cl)Cl.[F:13][C:14]1[C:19]([O:20][CH3:21])=[CH:18][C:17]([O:22][CH3:23])=[C:16]([F:24])[C:15]=1[NH:25][CH2:26][C:27]1[C:28]([NH:44][C:45]2[CH:50]=[CH:49][CH:48]=[CH:47][C:46]=2[F:51])=[C:29]([CH3:43])[C:30]([NH:33][CH2:34][C:35]2[CH:40]=[CH:39][C:38]([O:41][CH3:42])=[CH:37][CH:36]=2)=[N:31][CH:32]=1.C(N(CC)C(C)C)(C)C.[OH-].[Na+], predict the reaction product. The product is: [F:13][C:14]1[C:19]([O:20][CH3:21])=[CH:18][C:17]([O:22][CH3:23])=[C:16]([F:24])[C:15]=1[N:25]1[CH2:26][C:27]2[CH:32]=[N:31][C:30]([NH:33][CH2:34][C:35]3[CH:36]=[CH:37][C:38]([O:41][CH3:42])=[CH:39][CH:40]=3)=[C:29]([CH3:43])[C:28]=2[N:44]([C:45]2[CH:50]=[CH:49][CH:48]=[CH:47][C:46]=2[F:51])[C:2]1=[O:4].